This data is from Peptide-MHC class I binding affinity with 185,985 pairs from IEDB/IMGT. The task is: Regression. Given a peptide amino acid sequence and an MHC pseudo amino acid sequence, predict their binding affinity value. This is MHC class I binding data. The peptide sequence is ELPQWLSANR. The MHC is HLA-A02:02 with pseudo-sequence HLA-A02:02. The binding affinity (normalized) is 0.